The task is: Regression. Given two drug SMILES strings and cell line genomic features, predict the synergy score measuring deviation from expected non-interaction effect.. This data is from NCI-60 drug combinations with 297,098 pairs across 59 cell lines. (1) Drug 1: COC1=C(C=C2C(=C1)N=CN=C2NC3=CC(=C(C=C3)F)Cl)OCCCN4CCOCC4. Drug 2: CC1C(C(=O)NC(C(=O)N2CCCC2C(=O)N(CC(=O)N(C(C(=O)O1)C(C)C)C)C)C(C)C)NC(=O)C3=C4C(=C(C=C3)C)OC5=C(C(=O)C(=C(C5=N4)C(=O)NC6C(OC(=O)C(N(C(=O)CN(C(=O)C7CCCN7C(=O)C(NC6=O)C(C)C)C)C)C(C)C)C)N)C. Cell line: SF-295. Synergy scores: CSS=22.1, Synergy_ZIP=11.6, Synergy_Bliss=18.1, Synergy_Loewe=19.1, Synergy_HSA=19.1. (2) Drug 1: CC(C1=C(C=CC(=C1Cl)F)Cl)OC2=C(N=CC(=C2)C3=CN(N=C3)C4CCNCC4)N. Drug 2: COCCOC1=C(C=C2C(=C1)C(=NC=N2)NC3=CC=CC(=C3)C#C)OCCOC.Cl. Cell line: NCI/ADR-RES. Synergy scores: CSS=2.77, Synergy_ZIP=-1.19, Synergy_Bliss=1.89, Synergy_Loewe=0.385, Synergy_HSA=1.03. (3) Drug 1: CC1C(C(CC(O1)OC2CC(CC3=C2C(=C4C(=C3O)C(=O)C5=C(C4=O)C(=CC=C5)OC)O)(C(=O)C)O)N)O.Cl. Drug 2: CC12CCC3C(C1CCC2O)C(CC4=C3C=CC(=C4)O)CCCCCCCCCS(=O)CCCC(C(F)(F)F)(F)F. Cell line: SNB-75. Synergy scores: CSS=8.27, Synergy_ZIP=-2.74, Synergy_Bliss=-2.07, Synergy_Loewe=-21.0, Synergy_HSA=-1.96. (4) Synergy scores: CSS=27.7, Synergy_ZIP=-7.06, Synergy_Bliss=-2.61, Synergy_Loewe=-10.4, Synergy_HSA=-0.229. Drug 2: CC1=C(C=C(C=C1)NC(=O)C2=CC=C(C=C2)CN3CCN(CC3)C)NC4=NC=CC(=N4)C5=CN=CC=C5. Drug 1: C1=CN(C(=O)N=C1N)C2C(C(C(O2)CO)O)O.Cl. Cell line: SK-MEL-28. (5) Drug 1: CN(C)C1=NC(=NC(=N1)N(C)C)N(C)C. Drug 2: CC12CCC3C(C1CCC2O)C(CC4=C3C=CC(=C4)O)CCCCCCCCCS(=O)CCCC(C(F)(F)F)(F)F. Cell line: UO-31. Synergy scores: CSS=-0.901, Synergy_ZIP=0.0601, Synergy_Bliss=-1.06, Synergy_Loewe=-5.15, Synergy_HSA=-2.67. (6) Drug 1: CC(C)(C#N)C1=CC(=CC(=C1)CN2C=NC=N2)C(C)(C)C#N. Drug 2: CN(CC1=CN=C2C(=N1)C(=NC(=N2)N)N)C3=CC=C(C=C3)C(=O)NC(CCC(=O)O)C(=O)O. Cell line: SK-MEL-5. Synergy scores: CSS=17.4, Synergy_ZIP=-0.108, Synergy_Bliss=-0.863, Synergy_Loewe=-23.4, Synergy_HSA=-2.64. (7) Drug 1: CS(=O)(=O)C1=CC(=C(C=C1)C(=O)NC2=CC(=C(C=C2)Cl)C3=CC=CC=N3)Cl. Drug 2: CCN(CC)CCNC(=O)C1=C(NC(=C1C)C=C2C3=C(C=CC(=C3)F)NC2=O)C. Cell line: RXF 393. Synergy scores: CSS=9.36, Synergy_ZIP=-2.43, Synergy_Bliss=0.688, Synergy_Loewe=-0.217, Synergy_HSA=-0.310. (8) Drug 1: CC(CN1CC(=O)NC(=O)C1)N2CC(=O)NC(=O)C2. Drug 2: C1=NC2=C(N=C(N=C2N1C3C(C(C(O3)CO)O)O)F)N. Cell line: NCI/ADR-RES. Synergy scores: CSS=12.9, Synergy_ZIP=-9.56, Synergy_Bliss=-6.44, Synergy_Loewe=-29.5, Synergy_HSA=-6.35.